Dataset: Full USPTO retrosynthesis dataset with 1.9M reactions from patents (1976-2016). Task: Predict the reactants needed to synthesize the given product. (1) Given the product [N:1]1[CH:6]=[CH:5][CH:4]=[CH:3][C:2]=1[C:7]1[CH:8]=[CH:9][C:10]([CH2:13][N:14]([NH2:39])[CH2:15][C@H:16]([OH:38])[C@@H:17]([NH:25][C:26](=[O:37])[C@H:27]([C:33]([CH3:35])([CH3:36])[CH3:34])[NH:28][C:29]([O:31][CH3:32])=[O:30])[CH2:18][C:19]2[CH:24]=[CH:23][CH:22]=[CH:21][CH:20]=2)=[CH:11][CH:12]=1, predict the reactants needed to synthesize it. The reactants are: [N:1]1[CH:6]=[CH:5][CH:4]=[CH:3][C:2]=1[C:7]1[CH:12]=[CH:11][C:10]([CH2:13][N:14]([NH:39]C(OC(C)(C)C)=O)[CH2:15][C@H:16]([OH:38])[C@@H:17]([NH:25][C:26](=[O:37])[C@H:27]([C:33]([CH3:36])([CH3:35])[CH3:34])[NH:28][C:29]([O:31][CH3:32])=[O:30])[CH2:18][C:19]2[CH:24]=[CH:23][CH:22]=[CH:21][CH:20]=2)=[CH:9][CH:8]=1.ClCCl.Cl. (2) Given the product [ClH:14].[NH2:1][C:4]1[CH:5]=[CH:6][C:7]([CH3:13])=[C:8]([CH:12]=1)[C:9]([OH:11])=[O:10], predict the reactants needed to synthesize it. The reactants are: [N+:1]([C:4]1[CH:5]=[CH:6][C:7]([CH3:13])=[C:8]([CH:12]=1)[C:9]([OH:11])=[O:10])([O-])=O.[ClH:14]. (3) Given the product [O:1]1[C:5]2[CH:6]=[CH:7][C:8]([C:10]3[S:11][CH:12]=[C:13]([C:15]([NH:25][C:21]4[S:22][C:23]([CH3:24])=[C:19]([CH3:18])[N:20]=4)=[O:17])[N:14]=3)=[CH:9][C:4]=2[CH2:3][CH2:2]1, predict the reactants needed to synthesize it. The reactants are: [O:1]1[C:5]2[CH:6]=[CH:7][C:8]([C:10]3[S:11][CH:12]=[C:13]([C:15]([OH:17])=O)[N:14]=3)=[CH:9][C:4]=2[CH2:3][CH2:2]1.[CH3:18][C:19]1[N:20]=[C:21]([NH2:25])[S:22][C:23]=1[CH3:24].CN(C(ON1N=NC2C=CC=CC1=2)=[N+](C)C)C.F[P-](F)(F)(F)(F)F. (4) Given the product [OH:10][C:8]1[CH:9]=[C:4]2[C:5](=[CH:6][CH:7]=1)[O:11][C:13]([CH3:15])([CH3:12])[CH2:1][C:2]2=[O:3], predict the reactants needed to synthesize it. The reactants are: [CH3:1][C:2]([C:4]1[CH:9]=[C:8]([OH:10])[CH:7]=[CH:6][C:5]=1[OH:11])=[O:3].[CH3:12][C:13]([CH3:15])=O.N1CCCC1. (5) Given the product [C:10]([C:14]1[CH:15]=[C:16]([C:19]([O:21][CH2:22][CH3:23])=[O:20])[N:17]([NH2:1])[CH:18]=1)([CH3:13])([CH3:11])[CH3:12], predict the reactants needed to synthesize it. The reactants are: [NH2:1]Cl.[NH4+].[Cl-].[NH4+].[OH-].[O-]Cl.[Na+].[C:10]([C:14]1[CH:15]=[C:16]([C:19]([O:21][CH2:22][CH3:23])=[O:20])[NH:17][CH:18]=1)([CH3:13])([CH3:12])[CH3:11].[H-].[Na+].